Dataset: Cav3 T-type calcium channel HTS with 100,875 compounds. Task: Binary Classification. Given a drug SMILES string, predict its activity (active/inactive) in a high-throughput screening assay against a specified biological target. (1) The molecule is Clc1cc(/C=C2/CCC\C(C2=O)=C/c2cc(OCC)c(O)c(Cl)c2)cc(OCC)c1O. The result is 0 (inactive). (2) The result is 0 (inactive). The compound is Clc1c(N2CCN(CC2)C(=O)c2cccnc2)c([N+]([O-])=O)ccc1. (3) The drug is Clc1c(c2noc(c2C(=O)c2cc([nH]c2)C(=O)NCC(OC)OC)C)c(Cl)ccc1. The result is 0 (inactive). (4) The molecule is O=C(N1CCN(CC1)c1nc(N2CCN(CC2)C(=O)C(n2nnc(C(N)C(CC)C)c2)Cc2[nH]c3c(c2)cccc3)nc(n1)NCCOCCOCCOCC#C)C(n1nnc(c1)C(N)CC(C)C)CCCCN. The result is 0 (inactive). (5) The drug is s1c(CN(C(c2n(nnn2)CCc2ccccc2)c2ncccc2)Cc2occc2)ccc1. The result is 0 (inactive). (6) The compound is Clc1ccc(S(=O)(=O)N2CCN(CC2)c2cc(NCc3cccnc3)c([N+]([O-])=O)cc2)cc1. The result is 0 (inactive).